Dataset: Full USPTO retrosynthesis dataset with 1.9M reactions from patents (1976-2016). Task: Predict the reactants needed to synthesize the given product. (1) Given the product [CH2:28]([C:32]1[CH:39]=[CH:38][C:35]([CH2:8][C:10]2[C:19]3[C:14](=[CH:15][CH:16]=[CH:17][CH:18]=3)[CH:13]=[CH:12][N:11]=2)=[CH:34][CH:33]=1)[CH2:29][CH2:30][CH3:31], predict the reactants needed to synthesize it. The reactants are: CN(C)C=O.[H-].[Na+].[C:8]([CH:10]1[C:19]2[C:14](=[CH:15][CH:16]=[CH:17][CH:18]=2)[CH:13]=[CH:12][N:11]1C(=O)C1C=CC=CC=1)#N.[CH2:28]([C:32]1[CH:39]=[CH:38][C:35](CCl)=[CH:34][CH:33]=1)[CH2:29][CH2:30][CH3:31]. (2) Given the product [CH3:1][O:2][C:3](=[O:27])[C:4]1[CH:9]=[CH:8][CH:7]=[CH:6][C:5]=1[NH:10][C:11]1[N:15]([C:16]2[CH:21]=[CH:20][CH:19]=[CH:18][C:17]=2[C:22]([F:25])([F:23])[F:24])[N:14]=[C:13]([CH3:26])[C:12]=1[Br:28], predict the reactants needed to synthesize it. The reactants are: [CH3:1][O:2][C:3](=[O:27])[C:4]1[CH:9]=[CH:8][CH:7]=[CH:6][C:5]=1[NH:10][C:11]1[N:15]([C:16]2[CH:21]=[CH:20][CH:19]=[CH:18][C:17]=2[C:22]([F:25])([F:24])[F:23])[N:14]=[C:13]([CH3:26])[CH:12]=1.[Br:28]N1C(C)(C)C(=O)N(Br)C1=O. (3) Given the product [F:24][C:23]([F:25])([F:26])[C:19]1[CH:18]=[C:17]([CH:22]=[CH:21][CH:20]=1)[O:16][C:13]1[CH:12]=[CH:11][C:10]([CH2:9][CH2:8][NH2:7])=[CH:15][CH:14]=1, predict the reactants needed to synthesize it. The reactants are: C(OC(=O)[NH:7][CH2:8][CH2:9][C:10]1[CH:15]=[CH:14][C:13]([O:16][C:17]2[CH:22]=[CH:21][CH:20]=[C:19]([C:23]([F:26])([F:25])[F:24])[CH:18]=2)=[CH:12][CH:11]=1)(C)(C)C.C(O)(C(F)(F)F)=O. (4) Given the product [C:20]([CH2:19][C@@H:8]1[C:6]2[N:7]=[C:2]([C:8]3[CH:19]=[CH:20][C:37]([NH:39][C:32]([NH:3][CH2:4][CH3:5])=[O:35])=[CH:38][CH:6]=3)[N:3]=[C:4]([N:22]3[CH2:27][CH2:26][O:25][CH2:24][C@@H:23]3[CH3:28])[C:5]=2[CH2:11][CH2:10][N:9]1[C:12]([O:14][C:15]([CH3:18])([CH3:17])[CH3:16])=[O:13])#[N:21], predict the reactants needed to synthesize it. The reactants are: Cl[C:2]1[N:3]=[C:4]([N:22]2[CH2:27][CH2:26][O:25][CH2:24][C@@H:23]2[CH3:28])[C:5]2[CH2:11][CH2:10][N:9]([C:12]([O:14][C:15]([CH3:18])([CH3:17])[CH3:16])=[O:13])[CH:8]([CH2:19][C:20]#[N:21])[C:6]=2[N:7]=1.B(O)O.[C:32]([O-:35])(=O)C.[K+].[C:37](#[N:39])[CH3:38]. (5) Given the product [N+:24]([C:22]1[N:21]=[C:19]2[N:18]([CH:23]=1)[CH2:17][CH2:16][C@H:15]([CH2:14][O:13][C:12]1[CH:11]=[CH:10][C:9]([N:6]3[CH2:5][CH2:4][C:3](=[O:2])[CH2:8][CH2:7]3)=[CH:28][CH:27]=1)[O:20]2)([O-:26])=[O:25], predict the reactants needed to synthesize it. The reactants are: C[O:2][C:3]1(OC)[CH2:8][CH2:7][N:6]([C:9]2[CH:28]=[CH:27][C:12]([O:13][CH2:14][C@@H:15]3[O:20][C:19]4=[N:21][C:22]([N+:24]([O-:26])=[O:25])=[CH:23][N:18]4[CH2:17][CH2:16]3)=[CH:11][CH:10]=2)[CH2:5][CH2:4]1.CC(C)=O.Cl.